Dataset: Forward reaction prediction with 1.9M reactions from USPTO patents (1976-2016). Task: Predict the product of the given reaction. (1) Given the reactants Cl[C:2]1[CH:7]=[C:6]([C:8]2[S:12][C:11]([NH:13][C:14]3[CH:19]=[N:18][CH:17]=[CH:16][N:15]=3)=[N:10][C:9]=2[CH3:20])[CH:5]=[CH:4][N:3]=1.[NH:21]1[CH:25]=[CH:24][N:23]=[CH:22]1.C(=O)([O-])[O-].[Cs+].[Cs+], predict the reaction product. The product is: [N:21]1([C:2]2[CH:7]=[C:6]([C:8]3[S:12][C:11]([NH:13][C:14]4[CH:19]=[N:18][CH:17]=[CH:16][N:15]=4)=[N:10][C:9]=3[CH3:20])[CH:5]=[CH:4][N:3]=2)[CH:25]=[CH:24][N:23]=[CH:22]1. (2) Given the reactants [S:1]1[CH:5]=[CH:4][CH:3]=[C:2]1[C:6]1([C:12]([OH:14])=O)[CH2:11][CH2:10][O:9][CH2:8][CH2:7]1.S(Cl)([Cl:17])=O.CN(C=O)C, predict the reaction product. The product is: [S:1]1[CH:5]=[CH:4][CH:3]=[C:2]1[C:6]1([C:12]([Cl:17])=[O:14])[CH2:11][CH2:10][O:9][CH2:8][CH2:7]1. (3) The product is: [O:38]1[CH2:39][CH2:40][N:35]([C:34]2[C:29]3[N:30]([C:41]([C:42]4[CH:43]=[CH:44][C:45]([C:48]([O:50][C:51]([CH3:54])([CH3:53])[CH3:52])=[O:49])=[N:46][CH:47]=4)=[C:27](/[CH:25]=[CH:11]/[C:2]4[CH:3]=[CH:4][C:5]5[CH2:6][CH2:7][CH2:8][CH2:9][C:10]=5[N:1]=4)[N:28]=3)[N:31]=[CH:32][CH:33]=2)[CH2:36][CH2:37]1. Given the reactants [N:1]1[C:10]2[C:5](=[CH:6][CH:7]=[CH:8][CH:9]=2)[CH:4]=[CH:3][C:2]=1[CH2:11]P(=O)(OCC)OCC.[Li]CCCC.[CH:25]([C:27]1[N:28]=[C:29]2[C:34]([N:35]3[CH2:40][CH2:39][O:38][CH2:37][CH2:36]3)=[CH:33][CH:32]=[N:31][N:30]2[C:41]=1[C:42]1[CH:43]=[CH:44][C:45]([C:48]([O:50][C:51]([CH3:54])([CH3:53])[CH3:52])=[O:49])=[N:46][CH:47]=1)=O.[NH4+].[Cl-], predict the reaction product. (4) Given the reactants [C:1]1([C:7]2[O:8][C:9]([C:30]([F:33])([F:32])[F:31])=[C:10]([C:12]([NH:14][C:15]3[CH:20]=[CH:19][C:18]([N:21]4[CH2:26][CH2:25][CH:24]([C:27](O)=[O:28])[CH2:23][CH2:22]4)=[CH:17][CH:16]=3)=[O:13])[N:11]=2)[CH:6]=[CH:5][CH:4]=[CH:3][CH:2]=1.[CH2:34]([O:36][C:37]([CH:39]1[CH2:44][CH2:43][NH:42][CH2:41][CH2:40]1)=[O:38])[CH3:35].C1CN([P+](Br)(N2CCCC2)N2CCCC2)CC1.F[P-](F)(F)(F)(F)F.C(N(CC)CC)C, predict the reaction product. The product is: [CH2:34]([O:36][C:37]([CH:39]1[CH2:44][CH2:43][N:42]([C:27]([CH:24]2[CH2:25][CH2:26][N:21]([C:18]3[CH:17]=[CH:16][C:15]([NH:14][C:12]([C:10]4[N:11]=[C:7]([C:1]5[CH:6]=[CH:5][CH:4]=[CH:3][CH:2]=5)[O:8][C:9]=4[C:30]([F:32])([F:31])[F:33])=[O:13])=[CH:20][CH:19]=3)[CH2:22][CH2:23]2)=[O:28])[CH2:41][CH2:40]1)=[O:38])[CH3:35]. (5) Given the reactants [Cl:1][C:2]1[C:3]([CH2:10]Cl)=[N:4][CH:5]=[C:6]([O:8][CH3:9])[N:7]=1.[NH:12]1[CH:16]=[CH:15][N:14]=[C:13]1[C:17]1[N:22]=[CH:21][CH:20]=[CH:19][N:18]=1.C([O-])([O-])=O.[K+].[K+], predict the reaction product. The product is: [Cl:1][C:2]1[C:3]([CH2:10][N:12]2[CH:16]=[CH:15][N:14]=[C:13]2[C:17]2[N:18]=[CH:19][CH:20]=[CH:21][N:22]=2)=[N:4][CH:5]=[C:6]([O:8][CH3:9])[N:7]=1. (6) Given the reactants [CH3:1][O:2][C:3](=[O:35])[CH2:4][C@H:5]1[C:9]2[CH:10]=[CH:11][C:12]([O:14][C@H:15]3[C:23]4[C:18](=[C:19]([O:25][C:26]5[CH:31]=[C:30]([OH:32])[CH:29]=[CH:28][C:27]=5[C:33]#[N:34])[CH:20]=[CH:21][C:22]=4[F:24])[CH2:17][CH2:16]3)=[CH:13][C:8]=2[O:7][CH2:6]1.[OH:36][C:37]([CH3:52])([CH3:51])[CH2:38][CH2:39]OS(C1C=CC(C)=CC=1)(=O)=O, predict the reaction product. The product is: [CH3:1][O:2][C:3](=[O:35])[CH2:4][C@H:5]1[C:9]2[CH:10]=[CH:11][C:12]([O:14][C@H:15]3[C:23]4[C:18](=[C:19]([O:25][C:26]5[CH:31]=[C:30]([O:32][CH2:39][CH2:38][C:37]([OH:36])([CH3:52])[CH3:51])[CH:29]=[CH:28][C:27]=5[C:33]#[N:34])[CH:20]=[CH:21][C:22]=4[F:24])[CH2:17][CH2:16]3)=[CH:13][C:8]=2[O:7][CH2:6]1. (7) Given the reactants [CH3:1][N:2]([CH2:14][C:15]1[S:16][CH:17]=[C:18]([CH3:20])[N:19]=1)[C:3]([C:5]1[CH:6]=[C:7]([CH:11]=[CH:12][CH:13]=1)[C:8]([OH:10])=O)=[O:4].[NH2:21][C@@H:22]([CH2:37][C:38]1[CH:43]=[C:42]([F:44])[CH:41]=[C:40]([F:45])[CH:39]=1)[C@@H:23]([C@H:25]1[CH2:29][CH2:28][CH2:27][N:26]1[C:30]([O:32][C:33]([CH3:36])([CH3:35])[CH3:34])=[O:31])[OH:24], predict the reaction product. The product is: [F:44][C:42]1[CH:43]=[C:38]([CH2:37][C@H:22]([NH:21][C:8](=[O:10])[C:7]2[CH:11]=[CH:12][CH:13]=[C:5]([C:3](=[O:4])[N:2]([CH3:1])[CH2:14][C:15]3[S:16][CH:17]=[C:18]([CH3:20])[N:19]=3)[CH:6]=2)[C@@H:23]([C@H:25]2[CH2:29][CH2:28][CH2:27][N:26]2[C:30]([O:32][C:33]([CH3:35])([CH3:34])[CH3:36])=[O:31])[OH:24])[CH:39]=[C:40]([F:45])[CH:41]=1. (8) Given the reactants Cl[C:2]1[N:7]=[CH:6][N:5]=[C:4]([NH:8][C:9]2[CH:10]=[CH:11][C:12]([C:15]([OH:18])([CH3:17])[CH3:16])=[N:13][CH:14]=2)[N:3]=1.[F:19][C@H:20]1[C@@H:25]([O:26][C:27]2[CH:34]=[CH:33][C:32](B3OC(C)(C)C(C)(C)O3)=[CH:31][C:28]=2[C:29]#[N:30])[CH2:24][CH2:23][N:22]([C:44](=[O:48])[C@@H:45]([OH:47])[CH3:46])[CH2:21]1.C(=O)([O-])[O-].[Na+].[Na+], predict the reaction product. The product is: [F:19][C@H:20]1[C@@H:25]([O:26][C:27]2[CH:34]=[CH:33][C:32]([C:2]3[N:3]=[C:4]([NH:8][C:9]4[CH:14]=[N:13][C:12]([C:15]([OH:18])([CH3:17])[CH3:16])=[CH:11][CH:10]=4)[N:5]=[CH:6][N:7]=3)=[CH:31][C:28]=2[C:29]#[N:30])[CH2:24][CH2:23][N:22]([C:44](=[O:48])[C@@H:45]([OH:47])[CH3:46])[CH2:21]1. (9) Given the reactants [NH2:1][CH:2]1[CH2:5][N:4]([C:6]([C:8]2[CH:9]=[C:10]([CH:23]=[CH:24][C:25]=2[F:26])[CH2:11][C:12]2[C:21]3[C:16](=[CH:17][CH:18]=[CH:19][CH:20]=3)[C:15](=[O:22])[NH:14][N:13]=2)=[O:7])[CH2:3]1.[CH3:27][CH2:28][C:29](=O)[CH2:30][CH3:31].C(O[BH-](OC(=O)C)OC(=O)C)(=O)C.[Na+], predict the reaction product. The product is: [F:26][C:25]1[CH:24]=[CH:23][C:10]([CH2:11][C:12]2[C:21]3[C:16](=[CH:17][CH:18]=[CH:19][CH:20]=3)[C:15](=[O:22])[NH:14][N:13]=2)=[CH:9][C:8]=1[C:6]([N:4]1[CH2:3][CH:2]([NH:1][CH:29]([CH2:30][CH3:31])[CH2:28][CH3:27])[CH2:5]1)=[O:7]. (10) Given the reactants [C:1]([C:3]1[CH:4]([C:18]2[CH:23]=[CH:22][C:21]([CH3:24])=[CH:20][CH:19]=2)[C:5]([C:14]([O:16][CH3:17])=[O:15])=[C:6]([CH3:13])[NH:7][C:8]=1[CH2:9][CH:10]([CH3:12])[CH3:11])#[N:2].[N+]([O-])([O-])=O.[NH4+].[Ce], predict the reaction product. The product is: [C:1]([C:3]1[C:8]([CH2:9][CH:10]([CH3:12])[CH3:11])=[N:7][C:6]([CH3:13])=[C:5]([C:4]=1[C:18]1[CH:19]=[CH:20][C:21]([CH3:24])=[CH:22][CH:23]=1)[C:14]([O:16][CH3:17])=[O:15])#[N:2].